From a dataset of Forward reaction prediction with 1.9M reactions from USPTO patents (1976-2016). Predict the product of the given reaction. (1) Given the reactants [Cl:1][C:2]1[CH:3]=[CH:4][C:5]([C:9]2[N:13]([CH2:14][CH:15]3[CH2:20][CH2:19][CH2:18][CH2:17][CH2:16]3)[C:12]3[CH:21]=[CH:22][CH:23]=[CH:24][C:11]=3[N:10]=2)=[C:6]([OH:8])[CH:7]=1.Br[CH2:26][C:27]1[CH:34]=[CH:33][C:30]([C:31]#[N:32])=[CH:29][C:28]=1[F:35], predict the reaction product. The product is: [Cl:1][C:2]1[CH:3]=[CH:4][C:5]([C:9]2[N:13]([CH2:14][CH:15]3[CH2:20][CH2:19][CH2:18][CH2:17][CH2:16]3)[C:12]3[CH:21]=[CH:22][CH:23]=[CH:24][C:11]=3[N:10]=2)=[C:6]([CH:7]=1)[O:8][CH2:26][C:27]1[CH:34]=[CH:33][C:30]([C:31]#[N:32])=[CH:29][C:28]=1[F:35]. (2) Given the reactants [CH:1]1([N:4]2[C:8]3[C:9]([O:19][C@@H:20]([C@H:22]4[CH2:26][NH:25][C:24](=[O:27])[CH2:23]4)[CH3:21])=[CH:10][C:11](C4C=CC=CC=4)=[CH:12][C:7]=3[N:6]=[CH:5]2)[CH2:3][CH2:2]1.[CH2:28]([O:30][C:31]1[CH:32]=[C:33](B2OC(C)(C)C(C)(C)O2)[CH:34]=[CH:35][C:36]=1[O:37][CH3:38])[CH3:29], predict the reaction product. The product is: [CH:1]1([N:4]2[C:8]3[C:9]([O:19][C@@H:20]([C@H:22]4[CH2:26][NH:25][C:24](=[O:27])[CH2:23]4)[CH3:21])=[CH:10][C:11]([C:33]4[CH:34]=[CH:35][C:36]([O:37][CH3:38])=[C:31]([O:30][CH2:28][CH3:29])[CH:32]=4)=[CH:12][C:7]=3[N:6]=[CH:5]2)[CH2:2][CH2:3]1. (3) The product is: [Cl:1][C:2]1[CH:3]=[C:4]2[C:9](=[CH:10][CH:11]=1)[N:8]=[C:7]([O:12][CH3:13])[C:6]([NH:14][C:15]([N:29]1[CH2:30][CH2:31][N:26]([C:21]3[N:20]=[CH:25][CH:24]=[CH:23][N:22]=3)[CH2:27][CH2:28]1)=[O:19])=[N:5]2. Given the reactants [Cl:1][C:2]1[CH:3]=[C:4]2[C:9](=[CH:10][CH:11]=1)[N:8]=[C:7]([O:12][CH3:13])[C:6]([NH:14][C:15](=[O:19])OCC)=[N:5]2.[N:20]1[CH:25]=[CH:24][CH:23]=[N:22][C:21]=1[N:26]1[CH2:31][CH2:30][NH:29][CH2:28][CH2:27]1, predict the reaction product. (4) Given the reactants [NH2:1][C@@H:2]1[C:8](=[O:9])[N:7]([CH2:10][CH:11]2[CH2:13][CH2:12]2)[C:6]2[CH:14]=[CH:15][CH:16]=[CH:17][C:5]=2[C:4]2[CH:18]=[CH:19][CH:20]=[CH:21][C:3]1=2.[CH3:22][C:23]([CH3:38])([C:27]([NH:29][CH2:30][C:31]([F:37])([F:36])[C:32]([F:35])([F:34])[F:33])=[O:28])[C:24](O)=[O:25], predict the reaction product. The product is: [CH:11]1([CH2:10][N:7]2[C:8](=[O:9])[C@@H:2]([NH:1][C:24](=[O:25])[C:23]([CH3:22])([CH3:38])[C:27]([NH:29][CH2:30][C:31]([F:36])([F:37])[C:32]([F:33])([F:34])[F:35])=[O:28])[C:3]3[CH:21]=[CH:20][CH:19]=[CH:18][C:4]=3[C:5]3[CH:17]=[CH:16][CH:15]=[CH:14][C:6]2=3)[CH2:13][CH2:12]1. (5) The product is: [Cl:12][C:13]1[CH:4]=[C:1]([CH:3]=[CH:17][C:18]=1[Cl:19])[O:5][CH2:6][CH2:48][NH2:40]. Given the reactants [C:1]([O:5][C:6](=O)NCCO)([CH3:4])([CH3:3])C.[Cl:12][C:13]1[C:18]([Cl:19])=[CH:17]C=CC=1O.C1(P(C2C=CC=CC=2)C2C=CC=CC=2)C=CC=CC=1.[N:40]([C:48](OC(C)C)=O)=NC(OC(C)C)=O, predict the reaction product. (6) The product is: [O:1]1[C:5]2[CH:6]=[CH:7][CH:8]=[CH:9][C:4]=2[CH:3]=[C:2]1[C:10]1[N:14]2[N:15]=[C:16]([NH:20][CH2:21][CH:22]([OH:25])[CH2:23][CH3:24])[CH:17]=[CH:18][C:13]2=[N:12][CH:11]=1. Given the reactants [O:1]1[C:5]2[CH:6]=[CH:7][CH:8]=[CH:9][C:4]=2[CH:3]=[C:2]1[C:10]1[N:14]2[N:15]=[C:16](Cl)[CH:17]=[CH:18][C:13]2=[N:12][CH:11]=1.[NH2:20][CH2:21][CH:22]([OH:25])[CH2:23][CH3:24], predict the reaction product. (7) The product is: [N:1]([C:4](=[CH:20][C:18]1[S:19][C:15]([CH3:14])=[CH:16][CH:17]=1)[C:5]([O:7][CH2:8][CH3:9])=[O:6])=[N+:2]=[N-:3]. Given the reactants [N:1]([CH2:4][C:5]([O:7][CH2:8][CH3:9])=[O:6])=[N+:2]=[N-:3].[O-]CC.[Na+].[CH3:14][C:15]1[S:19][C:18]([CH:20]=O)=[CH:17][CH:16]=1.[Cl-].[NH4+], predict the reaction product. (8) The product is: [F:54][C:43]1[C:44]([C:46]2[CH:51]=[CH:50][CH:49]=[C:48]([CH2:52][OH:53])[CH:47]=2)=[CH:45][C:40]([CH2:39][NH:38][C:8]([C:7]2[CH:6]=[C:5]([CH:13]=[CH:12][CH:11]=2)[C:3]([O:2][CH3:1])=[O:4])=[O:10])=[CH:41][CH:42]=1. Given the reactants [CH3:1][O:2][C:3]([C:5]1[CH:6]=[C:7]([CH:11]=[CH:12][CH:13]=1)[C:8]([OH:10])=O)=[O:4].CN(C(ON1N=NC2C=CC=CC1=2)=[N+](C)C)C.F[P-](F)(F)(F)(F)F.[NH2:38][CH2:39][C:40]1[CH:41]=[CH:42][C:43]([F:54])=[C:44]([C:46]2[CH:51]=[CH:50][CH:49]=[C:48]([CH2:52][OH:53])[CH:47]=2)[CH:45]=1.C(N(CC)CC)C, predict the reaction product. (9) Given the reactants F[C:2](F)(F)[C:3](O)=[O:4].C(OC(=O)NC[C@@H]1OC(=O)N(C2C=CC3N(C)C(=O)OCCC=3C=2)C1)(C)(C)C.C(OC(=O)C)(=O)C.[NH2:43][CH2:44][C@@H:45]1[O:49][C:48](=[O:50])[N:47]([C:51]2[CH:52]=[CH:53][C:54]3[N:60]([CH3:61])[C:59](=[O:62])[O:58][CH2:57][CH2:56][C:55]=3[CH:63]=2)[CH2:46]1, predict the reaction product. The product is: [CH3:61][N:60]1[C:54]2[CH:53]=[CH:52][C:51]([N:47]3[CH2:46][C@H:45]([CH2:44][NH:43][C:3](=[O:4])[CH3:2])[O:49][C:48]3=[O:50])=[CH:63][C:55]=2[CH2:56][CH2:57][O:58][C:59]1=[O:62]. (10) Given the reactants [CH:1]1([N:7]2[C:11]([C:12]3[CH:17]=[CH:16][CH:15]=[CH:14][CH:13]=3)=[C:10]([C:18]([O:20][CH2:21][CH3:22])=[O:19])[NH:9][C:8]2=[O:23])[CH2:6][CH2:5][CH2:4][CH2:3][CH2:2]1.F[B-](F)(F)F.[CH2:29]([O+](CC)CC)[CH3:30].C(=O)([O-])O.[Na+], predict the reaction product. The product is: [CH:1]1([N:7]2[C:11]([C:12]3[CH:17]=[CH:16][CH:15]=[CH:14][CH:13]=3)=[C:10]([C:18]([O:20][CH2:21][CH3:22])=[O:19])[N:9]=[C:8]2[O:23][CH2:29][CH3:30])[CH2:2][CH2:3][CH2:4][CH2:5][CH2:6]1.